Dataset: Peptide-MHC class II binding affinity with 134,281 pairs from IEDB. Task: Regression. Given a peptide amino acid sequence and an MHC pseudo amino acid sequence, predict their binding affinity value. This is MHC class II binding data. (1) The peptide sequence is SGTYCLNVSLADTNS. The MHC is DRB1_0301 with pseudo-sequence DRB1_0301. The binding affinity (normalized) is 0.0781. (2) The peptide sequence is CLHVVGPNLNAGEDI. The MHC is DRB1_0101 with pseudo-sequence DRB1_0101. The binding affinity (normalized) is 0.872. (3) The peptide sequence is PVSPGEMRLRDDQRK. The MHC is HLA-DQA10501-DQB10302 with pseudo-sequence HLA-DQA10501-DQB10302. The binding affinity (normalized) is 0.